Dataset: Reaction yield outcomes from USPTO patents with 853,638 reactions. Task: Predict the reaction yield, written as a fraction of the theoretical maximum amount of product (1.0 means a 100% yield; for example, 0.34 means a 34% yield). The reactants are C[CH2:2][N:3]([CH:7]([CH3:9])C)[CH:4]([CH3:6])C.CN(C(O[N:18]1N=N[C:20]2[CH:21]=[CH:22][CH:23]=[N:24][C:19]1=2)=[N+](C)C)C.F[P-](F)(F)(F)(F)F.N[C@@H]1CC[C@H](N2[C:46](=[O:47])[C:45]3[CH:48]=C(F)C=NC=3N(C3C=C(C4C=CC=CC=4)C=CC=3)C2=O)CC1.[OH2:66]. The catalyst is CN(C=O)C. The product is [CH3:2][N:3]1[CH2:4][CH2:6][CH2:9][CH:7]1[C:22]1[CH:21]=[CH:20][C:19]2[N:24]([CH:48]=[C:45]([C:46]([OH:66])=[O:47])[N:18]=2)[CH:23]=1. The yield is 0.173.